Dataset: Reaction yield outcomes from USPTO patents with 853,638 reactions. Task: Predict the reaction yield, written as a fraction of the theoretical maximum amount of product (1.0 means a 100% yield; for example, 0.34 means a 34% yield). (1) The reactants are [OH:1][C@H:2]1[C@H:6]([CH3:7])[CH2:5][N:4]([C:8]([O:10][CH2:11][C:12]2[CH:17]=[CH:16][CH:15]=[CH:14][CH:13]=2)=[O:9])[CH2:3]1.[N+:18]([C:21]1[CH:29]=[CH:28][C:24]([C:25](O)=[O:26])=[CH:23][CH:22]=1)([O-:20])=[O:19].C1(P(C2C=CC=CC=2)C2C=CC=CC=2)C=CC=CC=1.CC(OC(/N=N/C(OC(C)C)=O)=O)C. The yield is 0.790. The catalyst is C1COCC1. The product is [CH3:7][C@H:6]1[C@@H:2]([O:1][C:25]([C:24]2[CH:23]=[CH:22][C:21]([N+:18]([O-:20])=[O:19])=[CH:29][CH:28]=2)=[O:26])[CH2:3][N:4]([C:8]([O:10][CH2:11][C:12]2[CH:17]=[CH:16][CH:15]=[CH:14][CH:13]=2)=[O:9])[CH2:5]1. (2) The reactants are [C:1]([C:4]1[N:5]([CH2:9][C:10]2[CH:11]=[C:12]([C:16]3[CH:20]=[C:19]([CH2:21][CH:22]([CH3:24])[CH3:23])[S:18][C:17]=3[S:25]([NH:28]C(C)(C)C)(=[O:27])=[O:26])[CH:13]=[CH:14][CH:15]=2)[CH:6]=[CH:7][N:8]=1)(=[O:3])[CH3:2].C1(OC)C=CC=CC=1.C([O-])([O-])=O.[Na+].[Na+].Cl[C:48]([O:50][CH2:51][CH2:52][CH2:53][CH3:54])=[O:49]. The catalyst is C(O)(C(F)(F)F)=O.C(Cl)Cl.O. The product is [CH2:51]([O:50][C:48]([NH:28][S:25]([C:17]1[S:18][C:19]([CH2:21][CH:22]([CH3:23])[CH3:24])=[CH:20][C:16]=1[C:12]1[CH:13]=[CH:14][CH:15]=[C:10]([CH2:9][N:5]2[CH:6]=[CH:7][N:8]=[C:4]2[C:1](=[O:3])[CH3:2])[CH:11]=1)(=[O:27])=[O:26])=[O:49])[CH2:52][CH2:53][CH3:54]. The yield is 0.340. (3) The reactants are CS[C:3]1N=C(N)C=C(C2C=CC=CN=2)[N:4]=1.O1[CH:20]=[CH:19][CH:18]=[C:17]1[C:21]1[N:26]=[C:25]([S:27]([CH3:30])(=[O:29])=[O:28])[N:24]=[C:23]([NH2:31])[CH:22]=1. No catalyst specified. The product is [CH3:30][S:27]([C:25]1[N:24]=[C:23]([NH2:31])[CH:22]=[C:21]([C:17]2[CH:18]=[CH:19][CH:20]=[CH:3][N:4]=2)[N:26]=1)(=[O:29])=[O:28]. The yield is 0.820. (4) The reactants are [F:1][C:2]1[CH:8]=[CH:7][C:5]([NH2:6])=[C:4]([C:9]([F:12])([F:11])[F:10])[CH:3]=1.[CH3:13][C:14](=O)[CH2:15][CH2:16][C:17](=O)[CH3:18]. The catalyst is C(O)(=O)C. The product is [F:1][C:2]1[CH:8]=[CH:7][C:5]([N:6]2[C:17]([CH3:18])=[CH:16][CH:15]=[C:14]2[CH3:13])=[C:4]([C:9]([F:10])([F:11])[F:12])[CH:3]=1. The yield is 0.500. (5) The reactants are CC(C)([O-])C.[K+].[Br-].C1([C:14]([PH3+])([C:21]2[CH:26]=[CH:25][CH:24]=[CH:23][CH:22]=2)[C:15]2[CH:20]=CC=CC=2)C=CC=CC=1.C1(C([N:37]2[CH:41]=[C:40]([C:42]3[C:43]4[CH:50]=[CH:49][N:48]([CH2:51][O:52][CH2:53][CH2:54][Si:55]([CH3:58])([CH3:57])[CH3:56])[C:44]=4[N:45]=[CH:46][N:47]=3)[CH:39]=[N:38]2)CC=O)CCCC1. The catalyst is C1COCC1. The product is [CH:26]1([CH:21]([N:37]2[CH:41]=[C:40]([C:42]3[C:43]4[CH:50]=[CH:49][N:48]([CH2:51][O:52][CH2:53][CH2:54][Si:55]([CH3:58])([CH3:57])[CH3:56])[C:44]=4[N:45]=[CH:46][N:47]=3)[CH:39]=[N:38]2)[CH2:14][CH:15]=[CH2:20])[CH2:25][CH2:24][CH2:23][CH2:22]1. The yield is 0.440. (6) The reactants are [CH2:1]([O:3][C:4]([CH2:6][N:7]1[C:11](/[CH:12]=[C:13]2\[CH2:14][N:15]([C:20]([C:33]3[CH:38]=[CH:37][CH:36]=[CH:35][CH:34]=3)([C:27]3[CH:32]=[CH:31][CH:30]=[CH:29][CH:28]=3)[C:21]3[CH:26]=[CH:25][CH:24]=[CH:23][CH:22]=3)[CH2:16][CH2:17][CH:18]\2O)=[CH:10][N:9]=[CH:8]1)=[O:5])[CH3:2].C(OC(OCC(C)(C)C)N(C)C)C(C)(C)C.[C:55]([OH:58])(=[S:57])[CH3:56].C(SC1CCN(C(C2C=CC=CC=2)(C2C=CC=CC=2)C2C=CC=CC=2)C/C/1=C\C1N(CC(OCC)=O)C=NC=1)(=O)C. The catalyst is CN(C)C=O. The product is [C:55]([S:57][CH:12]([C:11]1[N:7]([CH2:6][C:4]([O:3][CH2:1][CH3:2])=[O:5])[CH:8]=[N:9][CH:10]=1)[C:13]1[CH2:14][N:15]([C:20]([C:21]2[CH:22]=[CH:23][CH:24]=[CH:25][CH:26]=2)([C:27]2[CH:28]=[CH:29][CH:30]=[CH:31][CH:32]=2)[C:33]2[CH:34]=[CH:35][CH:36]=[CH:37][CH:38]=2)[CH2:16][CH2:17][CH:18]=1)(=[O:58])[CH3:56]. The yield is 0.290. (7) The reactants are [OH:1][CH:2]([C:6]1[CH:11]=[CH:10][C:9]([C:12]2[N:16]=[C:15]([C:17]3[O:21][N:20]=[C:19]([C:22]4[CH:27]=[CH:26][CH:25]=[CH:24][CH:23]=4)[C:18]=3[C:28]([F:31])([F:30])[F:29])[O:14][N:13]=2)=[CH:8][CH:7]=1)[C:3]([OH:5])=O.CN1CCOCC1.[NH2:39][C@@H:40]([CH2:45][CH2:46][C:47]1[CH:52]=[CH:51][CH:50]=[CH:49][CH:48]=1)[C:41]([NH:43][CH3:44])=[O:42].CN(C(ON1N=NC2C=CC=NC1=2)=[N+](C)C)C.F[P-](F)(F)(F)(F)F. The catalyst is CN(C=O)C. The product is [OH:1][CH:2]([C:6]1[CH:11]=[CH:10][C:9]([C:12]2[N:16]=[C:15]([C:17]3[O:21][N:20]=[C:19]([C:22]4[CH:27]=[CH:26][CH:25]=[CH:24][CH:23]=4)[C:18]=3[C:28]([F:31])([F:30])[F:29])[O:14][N:13]=2)=[CH:8][CH:7]=1)[C:3]([NH:39][C@@H:40]([CH2:45][CH2:46][C:47]1[CH:48]=[CH:49][CH:50]=[CH:51][CH:52]=1)[C:41]([NH:43][CH3:44])=[O:42])=[O:5]. The yield is 0.257. (8) The reactants are [CH2:1]([O:3][C:4]([CH2:6][O:7][C:8]1[CH:23]=[CH:22][C:11]([O:12][C:13]2[CH:14]=[C:15]([CH:19]=[CH:20][CH:21]=2)[C:16](O)=[O:17])=[CH:10][C:9]=1[CH3:24])=[O:5])[CH3:2].C(Cl)(=O)C([Cl:28])=O. The catalyst is C(Cl)Cl.CN(C=O)C. The product is [CH2:1]([O:3][C:4](=[O:5])[CH2:6][O:7][C:8]1[CH:23]=[CH:22][C:11]([O:12][C:13]2[CH:21]=[CH:20][CH:19]=[C:15]([C:16]([Cl:28])=[O:17])[CH:14]=2)=[CH:10][C:9]=1[CH3:24])[CH3:2]. The yield is 0.950.